The task is: Regression. Given two drug SMILES strings and cell line genomic features, predict the synergy score measuring deviation from expected non-interaction effect.. This data is from NCI-60 drug combinations with 297,098 pairs across 59 cell lines. Drug 1: CS(=O)(=O)C1=CC(=C(C=C1)C(=O)NC2=CC(=C(C=C2)Cl)C3=CC=CC=N3)Cl. Drug 2: CN1C2=C(C=C(C=C2)N(CCCl)CCCl)N=C1CCCC(=O)O.Cl. Cell line: K-562. Synergy scores: CSS=31.0, Synergy_ZIP=-0.974, Synergy_Bliss=3.00, Synergy_Loewe=2.00, Synergy_HSA=1.96.